Dataset: CYP2C19 inhibition data for predicting drug metabolism from PubChem BioAssay. Task: Regression/Classification. Given a drug SMILES string, predict its absorption, distribution, metabolism, or excretion properties. Task type varies by dataset: regression for continuous measurements (e.g., permeability, clearance, half-life) or binary classification for categorical outcomes (e.g., BBB penetration, CYP inhibition). Dataset: cyp2c19_veith. (1) The molecule is CCOC(=O)c1cc(-c2ccc(OC)cc2F)nc2c1c(C)nn2CCC#N. The result is 1 (inhibitor). (2) The result is 1 (inhibitor). The drug is O=[N+]([O-])c1ccc(N2CCCCCC2)c(S(=O)(=O)N2CCCCC2)c1. (3) The compound is CC(C)NC(=O)/C(=N\O)c1ccccc1. The result is 0 (non-inhibitor). (4) The compound is CCc1c(C(=O)OC)ncc2[nH]c3cc(OC)c(OC)cc3c12. The result is 0 (non-inhibitor). (5) The result is 0 (non-inhibitor). The drug is COc1ccc(C(=O)N2CCC3(CCCN(Cc4cc(C(F)(F)F)cc(C(F)(F)F)c4)C3)CC2)cc1. (6) The compound is COCCn1c(=O)c(CCc2ccccc2)nc2cnc(OC)nc21. The result is 1 (inhibitor).